Dataset: Ames mutagenicity test results for genotoxicity prediction. Task: Regression/Classification. Given a drug SMILES string, predict its toxicity properties. Task type varies by dataset: regression for continuous values (e.g., LD50, hERG inhibition percentage) or binary classification for toxic/non-toxic outcomes (e.g., AMES mutagenicity, cardiotoxicity, hepatotoxicity). Dataset: ames. The result is 1 (mutagenic). The drug is CCCNN=O.